Dataset: Peptide-MHC class I binding affinity with 185,985 pairs from IEDB/IMGT. Task: Regression. Given a peptide amino acid sequence and an MHC pseudo amino acid sequence, predict their binding affinity value. This is MHC class I binding data. (1) The peptide sequence is GYAWIDFDI. The MHC is HLA-B07:02 with pseudo-sequence HLA-B07:02. The binding affinity (normalized) is 0.0847. (2) The peptide sequence is VTTKDYFSFK. The MHC is HLA-A11:01 with pseudo-sequence HLA-A11:01. The binding affinity (normalized) is 0.779. (3) The peptide sequence is EYIDSAWEW. The MHC is HLA-A23:01 with pseudo-sequence HLA-A23:01. The binding affinity (normalized) is 0. (4) The binding affinity (normalized) is 0.549. The MHC is HLA-A03:01 with pseudo-sequence HLA-A03:01. The peptide sequence is RLHRLLLMR. (5) The peptide sequence is SPGDNSAKF. The MHC is HLA-A02:01 with pseudo-sequence HLA-A02:01. The binding affinity (normalized) is 0.0847. (6) The peptide sequence is PVDLVKSSFV. The MHC is HLA-A02:01 with pseudo-sequence HLA-A02:01. The binding affinity (normalized) is 0.0223. (7) The peptide sequence is LPADPASVL. The MHC is HLA-C07:01 with pseudo-sequence HLA-C07:01. The binding affinity (normalized) is 0.0847. (8) The peptide sequence is CTDPSERVFK. The MHC is HLA-A31:01 with pseudo-sequence HLA-A31:01. The binding affinity (normalized) is 0.262. (9) The peptide sequence is IYTDEVYDY. The MHC is HLA-A26:02 with pseudo-sequence HLA-A26:02. The binding affinity (normalized) is 0.0847.